The task is: Predict the reaction yield, written as a fraction of the theoretical maximum amount of product (1.0 means a 100% yield; for example, 0.34 means a 34% yield).. This data is from Reaction yield outcomes from USPTO patents with 853,638 reactions. (1) The reactants are [O:1]=[CH:2][CH2:3][CH2:4][NH:5][C:6]([C@H:8]1[C:13]([CH3:15])([CH3:14])[CH2:12][O:11][C:10]([CH3:17])([CH3:16])[O:9]1)=[O:7].[CH3:18][Mg+].[Br-]. The catalyst is C1COCC1. The product is [OH:1][CH:2]([CH3:18])[CH2:3][CH2:4][NH:5][C:6]([C@H:8]1[C:13]([CH3:15])([CH3:14])[CH2:12][O:11][C:10]([CH3:17])([CH3:16])[O:9]1)=[O:7]. The yield is 0.500. (2) The product is [CH:23]([C:21]1[CH:20]=[CH:19][C:5]2[C:6](=[O:18])[C:7]3[C:8]4[C:13](=[CH:12][C:11]([C:16]#[N:17])=[CH:10][CH:9]=4)[NH:14][C:15]=3[C:3]([CH3:2])([CH3:25])[C:4]=2[CH:22]=1)=[O:27]. The yield is 0.770. The catalyst is [Os](=O)(=O)(=O)=O.C(O)(C)(C)C. The reactants are O.[CH3:2][C:3]1([CH3:25])[C:15]2[NH:14][C:13]3[C:8](=[CH:9][CH:10]=[C:11]([C:16]#[N:17])[CH:12]=3)[C:7]=2[C:6](=[O:18])[C:5]2[CH:19]=[CH:20][C:21]([CH:23]=C)=[CH:22][C:4]1=2.I([O-])(=O)(=O)=[O:27].[Na+].S([O-])([O-])(=O)=S.[Na+].[Na+]. (3) The reactants are BrCCBr.C[Si](Cl)(C)C.[CH3:10][O:11][C:12](=[O:21])/[C:13](/I)=[CH:14]\[CH:15]1[CH2:19][CH2:18][CH2:17][CH2:16]1.C1(P(C2C=CC=CC=2)C2C=CC=CC=2)C=CC=CC=1.[Cl:41][C:42]1[CH:47]=[C:46](I)[CH:45]=[CH:44][C:43]=1[N:49]1[C:53]([CH3:54])=[N:52][N:51]=[N:50]1.[Cl-].[NH4+]. The catalyst is O1CCCC1.[Zn].C1C=CC(/C=C/C(/C=C/C2C=CC=CC=2)=O)=CC=1.C1C=CC(/C=C/C(/C=C/C2C=CC=CC=2)=O)=CC=1.[Pd]. The product is [CH3:10][O:11][C:12](=[O:21])/[C:13](/[C:46]1[CH:45]=[CH:44][C:43]([N:49]2[C:53]([CH3:54])=[N:52][N:51]=[N:50]2)=[C:42]([Cl:41])[CH:47]=1)=[CH:14]/[CH:15]1[CH2:19][CH2:18][CH2:17][CH2:16]1. The yield is 0.910. (4) The reactants are [NH2:1][CH2:2][C:3]([NH:5][C@@H:6]1[CH2:10][CH2:9][N:8]([CH:11]2[CH2:16][CH2:15][C:14]([OH:23])([C:17]3[CH:22]=[CH:21][CH:20]=[CH:19][N:18]=3)[CH2:13][CH2:12]2)[CH2:7]1)=[O:4].CCN(CC)CC.Cl[C:32]1[S:33][C:34]2[CH:40]=[CH:39][CH:38]=[CH:37][C:35]=2[N:36]=1. The catalyst is C(O)(C)C. The product is [S:33]1[C:34]2[CH:40]=[CH:39][CH:38]=[CH:37][C:35]=2[N:36]=[C:32]1[NH:1][CH2:2][C:3]([NH:5][C@@H:6]1[CH2:10][CH2:9][N:8]([CH:11]2[CH2:12][CH2:13][C:14]([OH:23])([C:17]3[CH:22]=[CH:21][CH:20]=[CH:19][N:18]=3)[CH2:15][CH2:16]2)[CH2:7]1)=[O:4]. The yield is 0.490. (5) The reactants are [C:1]([O:5][C:6](=[O:22])[NH:7][CH2:8][CH2:9][O:10][C:11]1[CH:16]=[CH:15][C:14]([CH2:17][CH2:18][CH2:19][CH2:20][NH2:21])=[CH:13][CH:12]=1)([CH3:4])([CH3:3])[CH3:2].I.[NH2:24][C:25]1[C:26]([C:33]([NH:35][C:36](=[NH:39])SC)=[O:34])=[N:27][C:28]([Cl:32])=[C:29]([NH2:31])[N:30]=1.C(N(CC)CC)C. The catalyst is C1COCC1. The product is [C:1]([O:5][C:6](=[O:22])[NH:7][CH2:8][CH2:9][O:10][C:11]1[CH:16]=[CH:15][C:14]([CH2:17][CH2:18][CH2:19][CH2:20][NH:21][C:36]([NH2:39])=[N:35][C:33]([C:26]2[C:25]([NH2:24])=[N:30][C:29]([NH2:31])=[C:28]([Cl:32])[N:27]=2)=[O:34])=[CH:13][CH:12]=1)([CH3:4])([CH3:2])[CH3:3]. The yield is 0.920. (6) The reactants are Cl[C:2]1[N:6]2[CH:7]=[C:8]([F:11])[CH:9]=[CH:10][C:5]2=[N:4][N:3]=1.Cl.[OH:13][C@H:14]1[CH2:19][CH2:18][CH2:17][NH:16][CH2:15]1.CCN(C(C)C)C(C)C. The catalyst is CC(N(C)C)=O. The product is [F:11][C:8]1[CH:9]=[CH:10][C:5]2[N:6]([C:2]([N:16]3[CH2:17][CH2:18][CH2:19][C@H:14]([OH:13])[CH2:15]3)=[N:3][N:4]=2)[CH:7]=1. The yield is 0.380. (7) The yield is 0.760. The reactants are [C:1]([O:5][C:6]([N:8]1[CH2:13][CH2:12][C:11]([CH3:17])([C:14]([OH:16])=O)[CH2:10][CH2:9]1)=[O:7])([CH3:4])([CH3:3])[CH3:2].[F:18][C:19]([F:33])([F:32])[C:20]1[CH:21]=[C:22]([CH2:30][NH2:31])[CH:23]=[C:24]([C:26]([F:29])([F:28])[F:27])[CH:25]=1.CCN=C=NCCCN(C)C.C1C=CC2N(O)N=NC=2C=1.CCN(C(C)C)C(C)C. The catalyst is C(Cl)Cl. The product is [F:18][C:19]([F:32])([F:33])[C:20]1[CH:21]=[C:22]([CH:23]=[C:24]([C:26]([F:29])([F:27])[F:28])[CH:25]=1)[CH2:30][NH:31][C:14]([C:11]1([CH3:17])[CH2:10][CH2:9][N:8]([C:6]([O:5][C:1]([CH3:2])([CH3:3])[CH3:4])=[O:7])[CH2:13][CH2:12]1)=[O:16]. (8) The reactants are Br[C:2]1[CH:3]=[C:4]([NH:8][S:9]([C:12]2[CH:17]=[CH:16][CH:15]=[CH:14][CH:13]=2)(=[O:11])=[O:10])[CH:5]=[N:6][CH:7]=1.[B:18]1([B:18]2[O:22][C:21]([CH3:24])([CH3:23])[C:20]([CH3:26])([CH3:25])[O:19]2)[O:22][C:21]([CH3:24])([CH3:23])[C:20]([CH3:26])([CH3:25])[O:19]1.C([O-])(=O)C.[K+].ClCCl. The catalyst is O1CCOCC1.C1C=CC(P(C2C=CC=CC=2)[C-]2C=CC=C2)=CC=1.C1C=CC(P(C2C=CC=CC=2)[C-]2C=CC=C2)=CC=1.Cl[Pd]Cl.[Fe+2].ClCCl. The product is [CH3:25][C:20]1([CH3:26])[C:21]([CH3:24])([CH3:23])[O:22][B:18]([C:2]2[CH:3]=[C:4]([NH:8][S:9]([C:12]3[CH:17]=[CH:16][CH:15]=[CH:14][CH:13]=3)(=[O:11])=[O:10])[CH:5]=[N:6][CH:7]=2)[O:19]1. The yield is 0.600.